This data is from Full USPTO retrosynthesis dataset with 1.9M reactions from patents (1976-2016). The task is: Predict the reactants needed to synthesize the given product. Given the product [OH:59][CH:58]1[CH2:57][CH2:56][CH2:55][CH2:54][N:50]1[C:26]([C@H:23]1[CH2:22][CH2:21][C@H:20]([C:18]2[S:19][C:15]([C:13]3[CH:12]=[CH:11][CH:10]=[C:9]([NH:8][C:4]4[CH:3]=[C:2]([CH3:1])[CH:7]=[CH:6][N:5]=4)[N:14]=3)=[CH:16][N:17]=2)[CH2:25][CH2:24]1)=[O:28], predict the reactants needed to synthesize it. The reactants are: [CH3:1][C:2]1[CH:7]=[CH:6][N:5]=[C:4]([NH:8][C:9]2[N:14]=[C:13]([C:15]3[S:19][C:18]([C@H:20]4[CH2:25][CH2:24][C@H:23]([C:26]([OH:28])=O)[CH2:22][CH2:21]4)=[N:17][CH:16]=3)[CH:12]=[CH:11][CH:10]=2)[CH:3]=1.OC1CCNCC1.C(N(CC)CC)C.F[P-](F)(F)(F)(F)F.[NH:50]1[C:54]2[CH:55]=[CH:56][CH:57]=[C:58]([O:59][P+](N3CCCC3)(N3CCCC3)N3CCCC3)C=2N=N1.